From a dataset of Full USPTO retrosynthesis dataset with 1.9M reactions from patents (1976-2016). Predict the reactants needed to synthesize the given product. (1) Given the product [OH:1][C:2]1[C:3]2[C:13]([C:14]3[CH:15]=[CH:16][C:17]([C:20]4[CH:25]=[CH:24][CH:23]=[CH:22][C:21]=4[OH:26])=[CH:18][CH:19]=3)=[CH:12][S:11][C:4]=2[NH:5][C:6](=[O:10])[CH:7]=1, predict the reactants needed to synthesize it. The reactants are: [OH:1][C:2]1[C:3]2[C:13]([C:14]3[CH:19]=[CH:18][C:17]([C:20]4[CH:25]=[CH:24][CH:23]=[CH:22][C:21]=4[OH:26])=[CH:16][CH:15]=3)=[CH:12][S:11][C:4]=2[NH:5][C:6](=[O:10])[C:7]=1C#N. (2) The reactants are: [OH:1][C:2]1[CH:7]=[C:6]([OH:8])[N:5]=[C:4]([CH3:9])[N:3]=1.[N+:10]([O-])([OH:12])=[O:11]. Given the product [OH:1][C:2]1[C:7]([N+:10]([O-:12])=[O:11])=[C:6]([OH:8])[N:5]=[C:4]([CH3:9])[N:3]=1, predict the reactants needed to synthesize it. (3) Given the product [CH2:1]([CH:3]([C:6]1[C:7]2[N:8]([C:13]([C:17]3[S:21][C:20]([N:22]([CH3:23])[S:33]([CH3:32])(=[O:35])=[O:34])=[N:19][C:18]=3[CH3:24])=[C:14]([CH3:16])[N:15]=2)[N:9]=[C:10]([CH3:12])[CH:11]=1)[CH2:4][CH3:5])[CH3:2], predict the reactants needed to synthesize it. The reactants are: [CH2:1]([CH:3]([C:6]1[C:7]2[N:8]([C:13]([C:17]3[S:21][C:20]([NH:22][CH3:23])=[N:19][C:18]=3[CH3:24])=[C:14]([CH3:16])[N:15]=2)[N:9]=[C:10]([CH3:12])[CH:11]=1)[CH2:4][CH3:5])[CH3:2].C(N(CC)CC)C.[CH3:32][S:33](Cl)(=[O:35])=[O:34]. (4) The reactants are: [Cl:1][C:2]1[CH:3]=[N:4][CH:5]=[C:6]([C:8]2[CH:13]=[CH:12][CH:11]=[C:10]([F:14])[C:9]=2[C:15]2[N:16]=[N:17][N:18]([CH3:20])[N:19]=2)[CH:7]=1.ClC1C=C(C=CC=1)C(OO)=[O:26]. Given the product [Cl:1][C:2]1[CH:3]=[N+:4]([O-:26])[CH:5]=[C:6]([C:8]2[CH:13]=[CH:12][CH:11]=[C:10]([F:14])[C:9]=2[C:15]2[N:16]=[N:17][N:18]([CH3:20])[N:19]=2)[CH:7]=1, predict the reactants needed to synthesize it. (5) Given the product [CH3:36][O:35][C:31]1[CH:30]=[C:27]([CH:28]=[CH:9][C:10]2[CH:11]=[C:12]([O:18][CH3:19])[CH:13]=[C:14]([O:16][CH3:17])[CH:15]=2)[CH:26]=[C:25]([O:24][CH3:23])[C:32]=1[O:33][CH3:34], predict the reactants needed to synthesize it. The reactants are: C(OP([CH2:9][C:10]1[CH:15]=[C:14]([O:16][CH3:17])[CH:13]=[C:12]([O:18][CH3:19])[CH:11]=1)(=O)OCC)C.C[O-].[Na+].[CH3:23][O:24][C:25]1[CH:26]=[C:27]([CH:30]=[C:31]([O:35][CH3:36])[C:32]=1[O:33][CH3:34])[CH:28]=O. (6) Given the product [OH:17][C:18]1[CH:19]=[C:20]([CH:21]2[C:8]3[NH:9][C:10]4[C:15]([C:7]=3[CH2:6][CH:4]([C:3]([O:2][CH3:1])=[O:16])[NH:5]2)=[CH:14][CH:13]=[CH:12][CH:11]=4)[CH:23]=[CH:24][C:25]=1[O:26][CH3:27], predict the reactants needed to synthesize it. The reactants are: [CH3:1][O:2][C:3](=[O:16])[C@H:4]([CH2:6][C:7]1[C:15]2[C:10](=[CH:11][CH:12]=[CH:13][CH:14]=2)[NH:9][CH:8]=1)[NH2:5].[OH:17][C:18]1[CH:19]=[C:20]([CH:23]=[CH:24][C:25]=1[O:26][CH3:27])[CH:21]=O. (7) Given the product [C:1]([C:5]1[CH:21]=[CH:20][C:8]([CH2:9][N:10]([CH2:11][CH2:12][C:13]2[CH:18]=[CH:17][C:16]([F:19])=[CH:15][CH:14]=2)[C:32]([C:30]2[CH:31]=[C:23]([Cl:22])[CH:24]=[C:25]3[C:29]=2[NH:28][CH:27]=[CH:26]3)=[O:33])=[CH:7][CH:6]=1)([CH3:4])([CH3:2])[CH3:3], predict the reactants needed to synthesize it. The reactants are: [C:1]([C:5]1[CH:21]=[CH:20][C:8]([CH2:9][NH:10][CH2:11][CH2:12][C:13]2[CH:18]=[CH:17][C:16]([F:19])=[CH:15][CH:14]=2)=[CH:7][CH:6]=1)([CH3:4])([CH3:3])[CH3:2].[Cl:22][C:23]1[CH:24]=[C:25]2[C:29](=[C:30]([C:32](O)=[O:33])[CH:31]=1)[NH:28][CH:27]=[CH:26]2.CCN=C=NCCCN(C)C.Cl. (8) Given the product [CH2:1]([O:8][C:9]([NH:11][C@H:12]([C:16]([N:36]([CH3:37])[C@@H:31]([C@@H:32]([CH3:35])[CH2:33][CH3:34])[C@H:22]([O:21][CH3:20])[CH2:23][C:24]([O:26][C:27]([CH3:30])([CH3:29])[CH3:28])=[O:25])=[O:18])[CH:13]([CH3:14])[CH3:15])=[O:10])[C:2]1[CH:3]=[CH:4][CH:5]=[CH:6][CH:7]=1, predict the reactants needed to synthesize it. The reactants are: [CH2:1]([O:8][C:9]([NH:11][C@H:12]([C:16]([OH:18])=O)[CH:13]([CH3:15])[CH3:14])=[O:10])[C:2]1[CH:7]=[CH:6][CH:5]=[CH:4][CH:3]=1.Cl.[CH3:20][O:21][C@@H:22]([C@@H:31]([NH:36][CH3:37])[C@@H:32]([CH3:35])[CH2:33][CH3:34])[CH2:23][C:24]([O:26][C:27]([CH3:30])([CH3:29])[CH3:28])=[O:25].Cl.CN(C)CCCN=C=NCC.O.ON1C2C=CC=CC=2N=N1.C(N(CC)C(C)C)(C)C.[Cl-].[NH4+].